From a dataset of Forward reaction prediction with 1.9M reactions from USPTO patents (1976-2016). Predict the product of the given reaction. Given the reactants [NH:1]1[CH2:6][CH2:5][O:4][CH2:3][CH2:2]1.[CH:7]([C:9]1[CH:14]=[CH:13][C:12]([C:15]2[S:23][C:22]3[C:17](=[N:18][CH:19]=[C:20]([C:38]#[N:39])[C:21]=3[NH:24][C:25]3[CH:30]=[CH:29][C:28]([O:31][C:32]4[CH:37]=[CH:36][CH:35]=[CH:34][CH:33]=4)=[CH:27][CH:26]=3)[CH:16]=2)=[CH:11][CH:10]=1)=O.C(O[BH-](OC(=O)C)OC(=O)C)(=O)C.[Na+], predict the reaction product. The product is: [N:1]1([CH2:7][C:9]2[CH:10]=[CH:11][C:12]([C:15]3[S:23][C:22]4[C:17](=[N:18][CH:19]=[C:20]([C:38]#[N:39])[C:21]=4[NH:24][C:25]4[CH:30]=[CH:29][C:28]([O:31][C:32]5[CH:37]=[CH:36][CH:35]=[CH:34][CH:33]=5)=[CH:27][CH:26]=4)[CH:16]=3)=[CH:13][CH:14]=2)[CH2:6][CH2:5][O:4][CH2:3][CH2:2]1.